Dataset: NCI-60 drug combinations with 297,098 pairs across 59 cell lines. Task: Regression. Given two drug SMILES strings and cell line genomic features, predict the synergy score measuring deviation from expected non-interaction effect. (1) Drug 1: C1=CC(=CC=C1CCCC(=O)O)N(CCCl)CCCl. Drug 2: C1=CN(C(=O)N=C1N)C2C(C(C(O2)CO)O)O.Cl. Cell line: OVCAR3. Synergy scores: CSS=34.2, Synergy_ZIP=-13.1, Synergy_Bliss=-5.87, Synergy_Loewe=-29.5, Synergy_HSA=-2.06. (2) Drug 1: CC1CCCC2(C(O2)CC(NC(=O)CC(C(C(=O)C(C1O)C)(C)C)O)C(=CC3=CSC(=N3)C)C)C. Drug 2: CC1C(C(CC(O1)OC2CC(CC3=C2C(=C4C(=C3O)C(=O)C5=CC=CC=C5C4=O)O)(C(=O)C)O)N)O. Cell line: LOX IMVI. Synergy scores: CSS=43.3, Synergy_ZIP=-0.118, Synergy_Bliss=-0.356, Synergy_Loewe=1.39, Synergy_HSA=1.10. (3) Drug 1: CC1=C(C=C(C=C1)C(=O)NC2=CC(=CC(=C2)C(F)(F)F)N3C=C(N=C3)C)NC4=NC=CC(=N4)C5=CN=CC=C5. Drug 2: CC(C)CN1C=NC2=C1C3=CC=CC=C3N=C2N. Cell line: K-562. Synergy scores: CSS=34.1, Synergy_ZIP=3.81, Synergy_Bliss=2.72, Synergy_Loewe=-2.09, Synergy_HSA=-2.10. (4) Drug 1: CC12CCC3C(C1CCC2=O)CC(=C)C4=CC(=O)C=CC34C. Drug 2: C1=CC(=CC=C1C#N)C(C2=CC=C(C=C2)C#N)N3C=NC=N3. Cell line: IGROV1. Synergy scores: CSS=17.4, Synergy_ZIP=-2.87, Synergy_Bliss=-4.27, Synergy_Loewe=-3.02, Synergy_HSA=-3.01. (5) Drug 1: CCC1=CC2CC(C3=C(CN(C2)C1)C4=CC=CC=C4N3)(C5=C(C=C6C(=C5)C78CCN9C7C(C=CC9)(C(C(C8N6C)(C(=O)OC)O)OC(=O)C)CC)OC)C(=O)OC.C(C(C(=O)O)O)(C(=O)O)O. Drug 2: CC1C(C(CC(O1)OC2CC(CC3=C2C(=C4C(=C3O)C(=O)C5=C(C4=O)C(=CC=C5)OC)O)(C(=O)C)O)N)O.Cl. Cell line: LOX IMVI. Synergy scores: CSS=63.3, Synergy_ZIP=10.1, Synergy_Bliss=10.1, Synergy_Loewe=12.9, Synergy_HSA=15.2. (6) Drug 1: C1=CC(=C2C(=C1NCCNCCO)C(=O)C3=C(C=CC(=C3C2=O)O)O)NCCNCCO. Drug 2: CCC(=C(C1=CC=CC=C1)C2=CC=C(C=C2)OCCN(C)C)C3=CC=CC=C3.C(C(=O)O)C(CC(=O)O)(C(=O)O)O. Cell line: HOP-92. Synergy scores: CSS=48.8, Synergy_ZIP=8.15, Synergy_Bliss=7.10, Synergy_Loewe=-8.91, Synergy_HSA=7.78. (7) Drug 1: CN(C)N=NC1=C(NC=N1)C(=O)N. Drug 2: C1CC(C1)(C(=O)O)C(=O)O.[NH2-].[NH2-].[Pt+2]. Cell line: OVCAR-8. Synergy scores: CSS=6.51, Synergy_ZIP=-6.01, Synergy_Bliss=-2.82, Synergy_Loewe=-12.9, Synergy_HSA=-4.61. (8) Drug 1: CNC(=O)C1=CC=CC=C1SC2=CC3=C(C=C2)C(=NN3)C=CC4=CC=CC=N4. Drug 2: CCC(=C(C1=CC=CC=C1)C2=CC=C(C=C2)OCCN(C)C)C3=CC=CC=C3.C(C(=O)O)C(CC(=O)O)(C(=O)O)O. Cell line: SK-MEL-2. Synergy scores: CSS=1.51, Synergy_ZIP=2.48, Synergy_Bliss=2.90, Synergy_Loewe=-0.223, Synergy_HSA=0.264. (9) Drug 1: CN(C)N=NC1=C(NC=N1)C(=O)N. Drug 2: C1CCC(C(C1)N)N.C(=O)(C(=O)[O-])[O-].[Pt+4]. Cell line: HS 578T. Synergy scores: CSS=-2.58, Synergy_ZIP=-0.958, Synergy_Bliss=-2.27, Synergy_Loewe=-4.64, Synergy_HSA=-3.95. (10) Drug 1: CC1=CC2C(CCC3(C2CCC3(C(=O)C)OC(=O)C)C)C4(C1=CC(=O)CC4)C. Drug 2: C1=NNC2=C1C(=O)NC=N2. Cell line: 786-0. Synergy scores: CSS=-3.35, Synergy_ZIP=0.780, Synergy_Bliss=-7.25, Synergy_Loewe=-8.23, Synergy_HSA=-8.76.